Dataset: Peptide-MHC class I binding affinity with 185,985 pairs from IEDB/IMGT. Task: Regression. Given a peptide amino acid sequence and an MHC pseudo amino acid sequence, predict their binding affinity value. This is MHC class I binding data. (1) The peptide sequence is FARERRLAL. The MHC is HLA-A29:02 with pseudo-sequence HLA-A29:02. The binding affinity (normalized) is 0.0847. (2) The peptide sequence is RYFTVAFLF. The MHC is HLA-A24:02 with pseudo-sequence HLA-A24:02. The binding affinity (normalized) is 0.644. (3) The peptide sequence is DPHGPVQLSYYD. The MHC is HLA-B57:01 with pseudo-sequence HLA-B57:01. The binding affinity (normalized) is 0. (4) The peptide sequence is RPNASGVYM. The MHC is H-2-Ld with pseudo-sequence H-2-Ld. The binding affinity (normalized) is 0.726.